This data is from Reaction yield outcomes from USPTO patents with 853,638 reactions. The task is: Predict the reaction yield, written as a fraction of the theoretical maximum amount of product (1.0 means a 100% yield; for example, 0.34 means a 34% yield). (1) The reactants are FC(F)(F)C(O)=O.[NH2:8][CH2:9][CH2:10][NH:11][C:12](=[O:17])[C:13]([F:16])([F:15])[F:14].CCN(C(C)C)C(C)C.[N:27]([CH:30]([O:42][CH2:43][CH2:44][O:45][CH2:46][C:47]([O:49][CH2:50][CH3:51])=[O:48])[CH2:31][O:32][C:33]1[CH:34]=[C:35]([CH:39]=[CH:40][CH:41]=1)[C:36](O)=[O:37])=[N+:28]=[N-:29].C1CN([P+](ON2N=NC3C=CC=CC2=3)(N2CCCC2)N2CCCC2)CC1.F[P-](F)(F)(F)(F)F. The catalyst is CN(C=O)C.C(OCC)(=O)C. The product is [CH2:50]([O:49][C:47](=[O:48])[CH2:46][O:45][CH2:44][CH2:43][O:42][CH:30]([N:27]=[N+:28]=[N-:29])[CH2:31][O:32][C:33]1[CH:41]=[CH:40][CH:39]=[C:35]([C:36](=[O:37])[NH:8][CH2:9][CH2:10][NH:11][C:12](=[O:17])[C:13]([F:16])([F:15])[F:14])[CH:34]=1)[CH3:51]. The yield is 0.880. (2) The reactants are [C:1](/[C:3](=[N:10]\[NH:11][C:12]1[CH:17]=[CH:16][CH:15]=[C:14]([F:18])[C:13]=1[I:19])/[C:4]([NH:6][CH2:7][CH2:8][CH3:9])=[O:5])#[N:2].[Cl-].[Al+3].[Cl-].[Cl-].C(OCC)(=O)C.[C@H](O)(C([O-])=O)[C@@H](O)C([O-])=O.[Na+].[K+]. The catalyst is C1(C)C=CC=CC=1. The product is [NH2:2][C:1]1[C:17]2[C:12](=[C:13]([I:19])[C:14]([F:18])=[CH:15][CH:16]=2)[N:11]=[N:10][C:3]=1[C:4]([NH:6][CH2:7][CH2:8][CH3:9])=[O:5]. The yield is 0.865. (3) The reactants are [CH3:1][O:2][CH2:3][CH2:4][CH2:5][C:6]([NH:8][NH:9][C:10](=[O:23])[C:11]1[CH:16]=[CH:15][C:14]([C:17]2[CH:22]=[CH:21][CH:20]=[CH:19][CH:18]=2)=[N:13][CH:12]=1)=O. The catalyst is P(Cl)(Cl)(Cl)=O. The product is [CH3:1][O:2][CH2:3][CH2:4][CH2:5][C:6]1[O:23][C:10]([C:11]2[CH:16]=[CH:15][C:14]([C:17]3[CH:18]=[CH:19][CH:20]=[CH:21][CH:22]=3)=[N:13][CH:12]=2)=[N:9][N:8]=1. The yield is 0.650. (4) The reactants are FC(F)(F)C(O)=O.[O:8]1[C:12]2[CH:13]=[CH:14][CH:15]=[CH:16][C:11]=2[C:10]([NH:17][C:18]([N:20]2[CH2:25][CH2:24][NH:23][CH2:22][CH2:21]2)=[O:19])=[N:9]1.C(N(CC)CC)C.[CH:33]1([C:39](Cl)=[O:40])[CH2:38][CH2:37][CH2:36][CH2:35][CH2:34]1.O. The catalyst is O1CCCC1. The product is [O:8]1[C:12]2[CH:13]=[CH:14][CH:15]=[CH:16][C:11]=2[C:10]([NH:17][C:18]([N:20]2[CH2:25][CH2:24][N:23]([C:39]([CH:33]3[CH2:38][CH2:37][CH2:36][CH2:35][CH2:34]3)=[O:40])[CH2:22][CH2:21]2)=[O:19])=[N:9]1. The yield is 0.808. (5) The reactants are [H-].[Na+].[C:3]1(=[O:10])[NH:8][C:7](=[O:9])[CH2:6][CH2:5][CH2:4]1.Br[CH2:12][CH2:13][O:14][C:15]1[CH:24]=[C:23]2[C:18]([C:19]([NH:25][C:26]3[CH:31]=[CH:30][C:29]([Cl:32])=[CH:28][C:27]=3[F:33])=[N:20][CH:21]=[N:22]2)=[CH:17][C:16]=1[O:34][CH3:35]. The catalyst is CN(C=O)C. The product is [Cl:32][C:29]1[CH:30]=[CH:31][C:26]([NH:25][C:19]2[C:18]3[C:23](=[CH:24][C:15]([O:14][CH2:13][CH2:12][N:8]4[C:7](=[O:9])[CH2:6][CH2:5][CH2:4][C:3]4=[O:10])=[C:16]([O:34][CH3:35])[CH:17]=3)[N:22]=[CH:21][N:20]=2)=[C:27]([F:33])[CH:28]=1. The yield is 0.550.